From a dataset of Forward reaction prediction with 1.9M reactions from USPTO patents (1976-2016). Predict the product of the given reaction. Given the reactants [N:1]1[O:2][N:3]=[C:4]2[CH:9]=[C:8]([CH2:10][CH2:11][N:12]3[CH2:17][CH2:16][NH:15][CH2:14][C:13]3=[O:18])[CH:7]=[CH:6][C:5]=12.[F:19][C:20]1[CH:21]=[C:22]([CH2:29][CH:30]=O)[CH:23]=[CH:24][C:25]=1[N+:26]([O-:28])=[O:27], predict the reaction product. The product is: [N:1]1[O:2][N:3]=[C:4]2[CH:9]=[C:8]([CH2:10][CH2:11][N:12]3[CH2:17][CH2:16][N:15]([CH2:30][CH2:29][C:22]4[CH:23]=[CH:24][C:25]([N+:26]([O-:28])=[O:27])=[C:20]([F:19])[CH:21]=4)[CH2:14][C:13]3=[O:18])[CH:7]=[CH:6][C:5]=12.